This data is from Catalyst prediction with 721,799 reactions and 888 catalyst types from USPTO. The task is: Predict which catalyst facilitates the given reaction. Reactant: CCN(S(F)(F)[F:7])CC.C(Cl)CCl.[Br:14][C:15]1[CH:20]=[CH:19][C:18]([C:21](O)([C:26]([F:29])([F:28])[F:27])[C:22]([F:25])([F:24])[F:23])=[CH:17][CH:16]=1.CO. Product: [Br:14][C:15]1[CH:20]=[CH:19][C:18]([C:21]([F:7])([C:26]([F:29])([F:28])[F:27])[C:22]([F:25])([F:24])[F:23])=[CH:17][CH:16]=1. The catalyst class is: 6.